This data is from Full USPTO retrosynthesis dataset with 1.9M reactions from patents (1976-2016). The task is: Predict the reactants needed to synthesize the given product. Given the product [Cl:41][C:42]1[CH:47]=[CH:46][CH:45]=[CH:44][C:43]=1[O:10][C:11]1[CH:12]=[N:13][N:14]([CH:18]([CH2:35][CH:36]2[CH2:37][CH2:38][CH2:39][CH2:40]2)[C:19]([NH:21][C:22]2[CH:26]=[CH:25][N:24]([CH2:27][C@@H:28]3[CH2:32][O:31][C:30]([CH3:34])([CH3:33])[O:29]3)[N:23]=2)=[O:20])[C:15](=[O:17])[CH:16]=1, predict the reactants needed to synthesize it. The reactants are: N1([O:10][C:11]2[CH:12]=[N:13][N:14]([CH:18]([CH2:35][CH:36]3[CH2:40][CH2:39][CH2:38][CH2:37]3)[C:19]([NH:21][C:22]3[CH:26]=[CH:25][N:24]([CH2:27][C@@H:28]4[CH2:32][O:31][C:30]([CH3:34])([CH3:33])[O:29]4)[N:23]=3)=[O:20])[C:15](=[O:17])[CH:16]=2)C2C=CC=CC=2N=N1.[Cl:41][C:42]1[CH:47]=[CH:46][CH:45]=[CH:44][C:43]=1O.